This data is from Peptide-MHC class I binding affinity with 185,985 pairs from IEDB/IMGT. The task is: Regression. Given a peptide amino acid sequence and an MHC pseudo amino acid sequence, predict their binding affinity value. This is MHC class I binding data. (1) The peptide sequence is FFNVEIPEF. The binding affinity (normalized) is 0.213. The MHC is HLA-A01:01 with pseudo-sequence HLA-A01:01. (2) The peptide sequence is LYIPGTSVI. The MHC is H-2-Dd with pseudo-sequence H-2-Dd. The binding affinity (normalized) is 0. (3) The MHC is H-2-Kb with pseudo-sequence H-2-Kb. The binding affinity (normalized) is 0.0418. The peptide sequence is LFNRDKTEAIL. (4) The peptide sequence is NTAIFDMLY. The MHC is HLA-A30:01 with pseudo-sequence HLA-A30:01. The binding affinity (normalized) is 0.0847. (5) The peptide sequence is SMRSRARHI. The MHC is HLA-A02:19 with pseudo-sequence HLA-A02:19. The binding affinity (normalized) is 0.0847.